This data is from Full USPTO retrosynthesis dataset with 1.9M reactions from patents (1976-2016). The task is: Predict the reactants needed to synthesize the given product. Given the product [F:30][C:31]1[C:36]([C:2]2[C:3](=[O:29])[NH:4][C:5](=[O:28])[N:6]([CH2:8][CH2:9][CH2:10][N:11]3[CH2:16][C:15]4([C:17]5[CH:22]=[CH:21][C:20]([C:23]([F:25])([F:24])[F:26])=[CH:19][CH:18]=5)[C:13]([CH3:27])([CH2:14]4)[CH2:12]3)[N:7]=2)=[CH:35][CH:34]=[CH:33][N:32]=1, predict the reactants needed to synthesize it. The reactants are: Br[C:2]1[C:3](=[O:29])[NH:4][C:5](=[O:28])[N:6]([CH2:8][CH2:9][CH2:10][N:11]2[CH2:16][C:15]3([C:17]4[CH:22]=[CH:21][C:20]([C:23]([F:26])([F:25])[F:24])=[CH:19][CH:18]=4)[C:13]([CH3:27])([CH2:14]3)[CH2:12]2)[N:7]=1.[F:30][C:31]1[C:36](B(O)O)=[CH:35][CH:34]=[CH:33][N:32]=1.C(=O)([O-])[O-].[Na+].[Na+].C1(C2C=CC=CC=2)C=CC=CC=1P(C1CCCCC1)C1CCCCC1.